Dataset: Catalyst prediction with 721,799 reactions and 888 catalyst types from USPTO. Task: Predict which catalyst facilitates the given reaction. (1) Reactant: [Cl:1][C:2]1[CH:10]=[CH:9][C:8]([S:11]([OH:13])=[O:12])=[CH:7][C:3]=1[C:4]([OH:6])=[O:5].[OH-].[Na+].[CH3:16]I. Product: [Cl:1][C:2]1[CH:10]=[CH:9][C:8]([S:11]([CH3:16])(=[O:13])=[O:12])=[CH:7][C:3]=1[C:4]([OH:6])=[O:5]. The catalyst class is: 24. (2) Reactant: Br[C:2]1[CH:3]=[CH:4][C:5]([NH:8][C:9]2[CH:14]=[CH:13][C:12]([F:15])=[CH:11][C:10]=2[F:16])=[N:6][CH:7]=1.[Li]CCCC.[Br:22][C:23]1[CH:24]=[CH:25][C:26]([Cl:31])=[C:27]([CH:30]=1)[CH:28]=[O:29]. Product: [Br:22][C:23]1[CH:24]=[CH:25][C:26]([Cl:31])=[C:27]([CH:28]([C:2]2[CH:7]=[N:6][C:5]([NH:8][C:9]3[CH:14]=[CH:13][C:12]([F:15])=[CH:11][C:10]=3[F:16])=[CH:4][CH:3]=2)[OH:29])[CH:30]=1. The catalyst class is: 134.